Dataset: Full USPTO retrosynthesis dataset with 1.9M reactions from patents (1976-2016). Task: Predict the reactants needed to synthesize the given product. (1) Given the product [NH2:31][C:19]1[N:18]=[C:17]([NH:1][CH2:2][CH2:3][CH2:4][O:5][C:6]2[CH:7]=[C:8]([NH:12][C:13](=[O:15])[CH3:14])[CH:9]=[CH:10][CH:11]=2)[CH:22]=[C:21]([C:23]2[CH:28]=[CH:27][CH:26]=[C:25]([CH3:29])[C:24]=2[CH3:30])[N:20]=1, predict the reactants needed to synthesize it. The reactants are: [NH2:1][CH2:2][CH2:3][CH2:4][O:5][C:6]1[CH:7]=[C:8]([NH:12][C:13](=[O:15])[CH3:14])[CH:9]=[CH:10][CH:11]=1.Cl[C:17]1[CH:22]=[C:21]([C:23]2[CH:28]=[CH:27][CH:26]=[C:25]([CH3:29])[C:24]=2[CH3:30])[N:20]=[C:19]([NH2:31])[N:18]=1. (2) Given the product [Cl:8][C:6]1[N:5]=[CH:4][N:3]=[C:2]([O:9][CH2:10][CH2:11][N:12]2[CH2:16][CH2:15][CH2:14][C:13]2=[O:17])[CH:7]=1, predict the reactants needed to synthesize it. The reactants are: Cl[C:2]1[CH:7]=[C:6]([Cl:8])[N:5]=[CH:4][N:3]=1.[OH:9][CH2:10][CH2:11][N:12]1[CH2:16][CH2:15][CH2:14][C:13]1=[O:17].[H-].[Na+].[Cl-].[NH4+]. (3) Given the product [C:9]([Si:6]([CH3:8])([CH3:7])[O:14][C@@H:15]1[CH2:19][NH:18][C:17](=[O:20])[CH2:16]1)([CH3:12])([CH3:11])[CH3:10], predict the reactants needed to synthesize it. The reactants are: N1C=CN=C1.[Si:6](Cl)([C:9]([CH3:12])([CH3:11])[CH3:10])([CH3:8])[CH3:7].[OH:14][C@@H:15]1[CH2:19][NH:18][C:17](=[O:20])[CH2:16]1. (4) Given the product [OH:21][C:4]1[N:30]([C:24]2[CH:29]=[CH:28][CH:27]=[CH:26][CH:25]=2)[C:31](=[O:32])[N:13]([CH2:14][C:15]2[CH:16]=[CH:17][CH:18]=[CH:19][CH:20]=2)[C:11](=[O:12])[C:5]=1[C:6]([O:8][CH2:9][CH3:10])=[O:7], predict the reactants needed to synthesize it. The reactants are: C(O[C:4](=[O:21])[CH:5]([C:11]([NH:13][CH2:14][C:15]1[CH:20]=[CH:19][CH:18]=[CH:17][CH:16]=1)=[O:12])[C:6]([O:8][CH2:9][CH3:10])=[O:7])C.[H-].[Na+].[C:24]1([N:30]=[C:31]=[O:32])[CH:29]=[CH:28][CH:27]=[CH:26][CH:25]=1. (5) Given the product [CH3:1][O:2][C:3]1[CH:4]=[C:5]2[C:10](=[CH:11][C:12]=1[O:13][CH3:14])[N:9]=[CH:8][CH:7]=[C:6]2[O:15][C:16]1[C:22]([CH3:23])=[CH:21][C:19]([NH:20][C:43](=[O:49])[O:44][CH2:45][CH2:58][CH2:57][O:56][C:55]2[CH:61]=[CH:62][C:52]([F:51])=[CH:53][CH:54]=2)=[C:18]([CH3:24])[CH:17]=1, predict the reactants needed to synthesize it. The reactants are: [CH3:1][O:2][C:3]1[CH:4]=[C:5]2[C:10](=[CH:11][C:12]=1[O:13][CH3:14])[N:9]=[CH:8][CH:7]=[C:6]2[O:15][C:16]1[C:22]([CH3:23])=[CH:21][C:19]([NH2:20])=[C:18]([CH3:24])[CH:17]=1.C1(C)C=CC=CC=1.C(N(CC)CC)C.ClC(Cl)(O[C:43](=[O:49])[O:44][C:45](Cl)(Cl)Cl)Cl.[F:51][C:52]1[CH:62]=[CH:61][C:55]([O:56][CH2:57][CH2:58]CO)=[CH:54][CH:53]=1. (6) Given the product [CH3:52][C:53]([CH3:65])([CH2:62][CH:63]=[CH2:64])[CH2:54][S:11]([C:25]1[N:20]=[CH:29][CH:30]=[CH:31][N:37]=1)(=[O:15])=[O:12], predict the reactants needed to synthesize it. The reactants are: C1(P(=O)(O)O)C=CC=CC=1.[S:11]([O-:15])([O-])(=O)=[O:12].C([N+:20]([CH2:29][CH2:30][CH2:31]C)([CH2:25]CCC)CCCC)CCC.C([N+:37](CCCC)(CCCC)CCCC)CCC.OO.[CH3:52][C:53]([CH3:65])([CH2:62][CH:63]=[CH2:64])[CH2:54]SC1N=CC=CN=1.